Task: Regression. Given a peptide amino acid sequence and an MHC pseudo amino acid sequence, predict their binding affinity value. This is MHC class I binding data.. Dataset: Peptide-MHC class I binding affinity with 185,985 pairs from IEDB/IMGT (1) The peptide sequence is NTTQQGDMY. The MHC is HLA-B38:01 with pseudo-sequence HLA-B38:01. The binding affinity (normalized) is 0.0847. (2) The peptide sequence is CTELKLSDY. The MHC is HLA-B15:17 with pseudo-sequence HLA-B15:17. The binding affinity (normalized) is 0.493. (3) The peptide sequence is MLFTSTNDK. The MHC is HLA-A68:01 with pseudo-sequence HLA-A68:01. The binding affinity (normalized) is 0.698. (4) The peptide sequence is FKNFRVYYR. The MHC is HLA-A11:01 with pseudo-sequence HLA-A11:01. The binding affinity (normalized) is 0.115. (5) The peptide sequence is GMAEDLQSL. The MHC is HLA-A26:01 with pseudo-sequence HLA-A26:01. The binding affinity (normalized) is 0.0847. (6) The peptide sequence is SQDDNYFTL. The MHC is HLA-C03:03 with pseudo-sequence HLA-C03:03. The binding affinity (normalized) is 0.484. (7) The MHC is HLA-A33:01 with pseudo-sequence HLA-A33:01. The binding affinity (normalized) is 0. The peptide sequence is RVRAYTYSK. (8) The peptide sequence is FEWIEAKLSA. The MHC is HLA-B44:02 with pseudo-sequence HLA-B44:02. The binding affinity (normalized) is 0.0345.